From a dataset of Forward reaction prediction with 1.9M reactions from USPTO patents (1976-2016). Predict the product of the given reaction. (1) Given the reactants [CH3:1][O:2][C:3]1[CH:4]=[C:5]([CH:11]([NH:13][C:14]2[CH:15]=[C:16]([N:26]3[CH2:31][CH2:30][N:29](C(OC(C)(C)C)=O)[CH2:28][CH2:27]3)[CH:17]=[CH:18][C:19]=2[C:20](=[O:25])[C:21]([F:24])([F:23])[F:22])[CH3:12])[CH:6]=[C:7]([O:9][CH3:10])[CH:8]=1.[ClH:39], predict the reaction product. The product is: [ClH:39].[CH3:1][O:2][C:3]1[CH:4]=[C:5]([CH:11]([NH:13][C:14]2[CH:15]=[C:16]([N:26]3[CH2:27][CH2:28][NH:29][CH2:30][CH2:31]3)[CH:17]=[CH:18][C:19]=2[C:20](=[O:25])[C:21]([F:22])([F:24])[F:23])[CH3:12])[CH:6]=[C:7]([O:9][CH3:10])[CH:8]=1. (2) Given the reactants [CH3:1][O:2][C:3](=[O:20])[CH:4]([CH2:9][C:10]1[CH:11]=[C:12]2[C:16](=[C:17]([CH3:19])[CH:18]=1)[NH:15][N:14]=[CH:13]2)[CH2:5][C:6]([OH:8])=[O:7].[C:21](OC(=N)C(Cl)(Cl)Cl)([CH3:24])([CH3:23])[CH3:22].B(F)(F)F.CCOCC.C(Cl)Cl, predict the reaction product. The product is: [CH3:19][C:17]1[CH:18]=[C:10]([CH2:9][CH:4]([CH2:5][C:6]([O:8][C:21]([CH3:24])([CH3:23])[CH3:22])=[O:7])[C:3]([O:2][CH3:1])=[O:20])[CH:11]=[C:12]2[C:16]=1[NH:15][N:14]=[CH:13]2. (3) Given the reactants [N:1]([CH2:4][C@@H:5]1[C@@H:9](O)[CH2:8][N:7]([CH2:11][C:12]2[CH:17]=[CH:16][CH:15]=[CH:14][CH:13]=2)[CH2:6]1)=[N+:2]=[N-:3].C(N(S(F)(F)[F:24])CC)C.C(=O)([O-])O.[Na+], predict the reaction product. The product is: [N:1]([CH2:4][C@@H:5]1[C@@H:9]([F:24])[CH2:8][N:7]([CH2:11][C:12]2[CH:17]=[CH:16][CH:15]=[CH:14][CH:13]=2)[CH2:6]1)=[N+:2]=[N-:3]. (4) Given the reactants [OH:1][C@H:2]([CH2:36][O:37][Si:38]([CH:45]([CH3:47])[CH3:46])([CH:42]([CH3:44])[CH3:43])[CH:39]([CH3:41])[CH3:40])[C@H:3]([NH:5][C:6]([C:8]1[NH:9][C:10]([C:13]2[CH:18]=[C:17]([O:19][C:20]3[CH:21]=[N:22][C:23]([S:26]([CH3:29])(=[O:28])=[O:27])=[CH:24][CH:25]=3)[CH:16]=[C:15]([O:30][C@@H:31]([CH3:35])[CH2:32][O:33][CH3:34])[CH:14]=2)=[CH:11][CH:12]=1)=O)[CH3:4].CS(O)(=O)=O.C(N(CC)CC)C.C(=O)([O-])O.[Na+], predict the reaction product. The product is: [CH3:34][O:33][CH2:32][C@H:31]([CH3:35])[O:30][C:15]1[CH:16]=[C:17]([CH:18]=[C:13]([C:10]2[NH:9][C:8]([C:6]3[O:1][C@@H:2]([CH2:36][O:37][Si:38]([CH:45]([CH3:47])[CH3:46])([CH:39]([CH3:41])[CH3:40])[CH:42]([CH3:44])[CH3:43])[C@@H:3]([CH3:4])[N:5]=3)=[CH:12][CH:11]=2)[CH:14]=1)[O:19][C:20]1[CH:25]=[CH:24][C:23]([S:26]([CH3:29])(=[O:27])=[O:28])=[N:22][CH:21]=1. (5) Given the reactants C(OC(OCC)[N:5]1[CH:9]=[CH:8][N:7]=[CH:6]1)C.CN(CCN(C)C)C.C([Li])CCC.[CH3:26][C:27]1[C:32]([CH3:33])=[C:31]([C:34]([CH3:36])=[O:35])[CH:30]=[CH:29][CH:28]=1, predict the reaction product. The product is: [CH3:33][C:32]1[C:27]([CH3:26])=[CH:28][CH:29]=[CH:30][C:31]=1[C:34]([C:6]1[NH:5][CH:9]=[CH:8][N:7]=1)([OH:35])[CH3:36].